Dataset: Full USPTO retrosynthesis dataset with 1.9M reactions from patents (1976-2016). Task: Predict the reactants needed to synthesize the given product. (1) The reactants are: [Cl:1][C:2]1[CH:7]=[CH:6][N:5]([CH:8]2[CH2:13][CH2:12][CH2:11][CH2:10][CH:9]2[CH3:14])[C:4](=[O:15])[C:3]=1[C:16]#[N:17].[Br:18]N1C(=O)CCC1=O.O. Given the product [Br:18][C:7]1[C:2]([Cl:1])=[C:3]([C:16]#[N:17])[C:4](=[O:15])[N:5]([CH:8]2[CH2:13][CH2:12][CH2:11][CH2:10][CH:9]2[CH3:14])[CH:6]=1, predict the reactants needed to synthesize it. (2) Given the product [Cl:1][C:2]1[CH:3]=[CH:4][C:5]([N:8]2[C:12](=[O:13])[CH2:11][CH:10]([NH:35][C:38](=[O:47])[O:23][CH2:22][C:21]3[CH:20]=[C:19]([C:18]([F:31])([F:32])[F:17])[CH:26]=[C:25]([C:27]([F:30])([F:28])[F:29])[CH:24]=3)[CH2:9]2)=[CH:6][CH:7]=1, predict the reactants needed to synthesize it. The reactants are: [Cl:1][C:2]1[CH:7]=[CH:6][C:5]([N:8]2[C:12](=[O:13])[CH2:11][CH:10](C(O)=O)[CH2:9]2)=[CH:4][CH:3]=1.[F:17][C:18]([F:32])([F:31])[C:19]1[CH:20]=[C:21]([CH:24]=[C:25]([C:27]([F:30])([F:29])[F:28])[CH:26]=1)[CH2:22][OH:23].C([N:35]([CH2:38]C)CC)C.C1(P(N=[N+]=[N-])(C2C=CC=CC=2)=[O:47])C=CC=CC=1. (3) The reactants are: [CH2:1]([N:8]1[C:16]2[C:11](=[CH:12][CH:13]=[C:14]([C:17]#[N:18])[CH:15]=2)[C:10]([CH2:19][C:20]2[CH:25]=[CH:24][CH:23]=[CH:22][C:21]=2[C:26]2C=[CH:30][C:29]([O:32][CH3:33])=[CH:28][C:27]=2C=O)=[CH:9]1)[C:2]1[CH:7]=[CH:6][CH:5]=[CH:4][CH:3]=1.[C:36]([OH:42])([C:38](F)(F)F)=[O:37].[H-].[Na+].C(Br)C1C=CC=CC=1.C[N:54](C=O)C. Given the product [CH2:1]([N:8]1[C:16]2[C:11](=[CH:12][CH:13]=[C:14]([C:17](=[NH:54])[NH2:18])[CH:15]=2)[C:10]([CH2:19][C:20]2[CH:25]=[CH:24][CH:23]=[CH:22][C:21]=2[C:26]2[C:38]([C:36]([OH:42])=[O:37])=[CH:30][C:29]([O:32][CH3:33])=[CH:28][CH:27]=2)=[CH:9]1)[C:2]1[CH:3]=[CH:4][CH:5]=[CH:6][CH:7]=1, predict the reactants needed to synthesize it. (4) Given the product [C:22]([O:26][C:27]([C@:29]1([NH:43][C:44]([O:46][C:47]([CH3:50])([CH3:49])[CH3:48])=[O:45])[CH2:34][C@@H:33]([Br:20])[C@@H:32]2[C@H:30]1[C@H:31]2[C:36]([O:38][C:39]([CH3:42])([CH3:41])[CH3:40])=[O:37])=[O:28])([CH3:25])([CH3:24])[CH3:23], predict the reactants needed to synthesize it. The reactants are: C1(P(C2C=CC=CC=2)C2C=CC=CC=2)C=CC=CC=1.[Br:20]Br.[C:22]([O:26][C:27]([C@:29]1([NH:43][C:44]([O:46][C:47]([CH3:50])([CH3:49])[CH3:48])=[O:45])[CH2:34][C@H:33](O)[C@@H:32]2[C@H:30]1[C@H:31]2[C:36]([O:38][C:39]([CH3:42])([CH3:41])[CH3:40])=[O:37])=[O:28])([CH3:25])([CH3:24])[CH3:23]. (5) Given the product [CH3:32][O:31][C:25]1[CH:24]=[C:23]([NH:22][C:20]([NH:19][C:16]2[CH:17]=[CH:18][C:10]([O:9][CH:8]([C:5]3[CH:4]=[CH:3][C:2]([F:1])=[CH:7][CH:6]=3)[C:33]3[CH:38]=[CH:37][C:36]([C:39]([F:42])([F:40])[F:41])=[CH:35][CH:34]=3)=[C:11]([CH:15]=2)[C:12]([NH:44][CH:48]([CH3:49])[CH3:47])=[O:14])=[O:21])[CH:28]=[CH:27][C:26]=1[O:29][CH3:30], predict the reactants needed to synthesize it. The reactants are: [F:1][C:2]1[CH:7]=[CH:6][C:5]([CH:8]([C:33]2[CH:38]=[CH:37][C:36]([C:39]([F:42])([F:41])[F:40])=[CH:35][CH:34]=2)[O:9][C:10]2[CH:18]=[CH:17][C:16]([NH:19][C:20]([NH:22][C:23]3[CH:28]=[CH:27][C:26]([O:29][CH3:30])=[C:25]([O:31][CH3:32])[CH:24]=3)=[O:21])=[CH:15][C:11]=2[C:12]([O-:14])=O)=[CH:4][CH:3]=1.O[N:44]1[C:48]2[CH:49]=CC=C[C:47]=2N=N1.C(N)(C)C.Cl.CN(C)CCCN=C=NCC. (6) Given the product [CH3:14][CH2:13][CH:16]([CH2:17][CH2:18][C:19]([OH:32])([CH2:35][CH3:34])[CH3:20])[CH3:21].[O:6]1[C:5]([C:7]2[CH:12]=[CH:11][N:10]3[C:13]([C:16]4[CH:17]=[C:18]([NH:22][C:23]([NH:25][CH2:26][C:27]([F:30])([F:29])[F:28])=[O:24])[CH:19]=[CH:20][CH:21]=4)=[CH:14][N:15]=[C:9]3[CH:8]=2)=[N:4][CH:3]=[N:2]1, predict the reactants needed to synthesize it. The reactants are: C[N:2](C)/[CH:3]=[N:4]/[C:5]([C:7]1[CH:12]=[CH:11][N:10]2[C:13]([C:16]3[CH:21]=[CH:20][CH:19]=[C:18]([NH:22][C:23]([NH:25][CH2:26][C:27]([F:30])([F:29])[F:28])=[O:24])[CH:17]=3)=[CH:14][N:15]=[C:9]2[CH:8]=1)=[O:6].[OH-:32].[Na+].[CH3:34][C:35](O)=O.O.